This data is from Full USPTO retrosynthesis dataset with 1.9M reactions from patents (1976-2016). The task is: Predict the reactants needed to synthesize the given product. (1) The reactants are: F[C:2]1[CH:9]=[CH:8][C:5]([C:6]#[N:7])=[CH:4][C:3]=1[N+:10]([O-:12])=[O:11].CN(C=O)C.[CH2:18]([NH2:23])[CH2:19][CH:20]([CH3:22])[CH3:21]. Given the product [CH2:18]([NH:23][C:2]1[CH:9]=[CH:8][C:5]([C:6]#[N:7])=[CH:4][C:3]=1[N+:10]([O-:12])=[O:11])[CH2:19][CH:20]([CH3:22])[CH3:21], predict the reactants needed to synthesize it. (2) Given the product [OH:2][C:3]1[N:8]=[CH:7][C:6]([C:9]2[CH:14]=[C:13]([C:15]([OH:17])=[O:16])[CH:12]=[CH:11][C:10]=2[C:19]2[CH:24]=[C:23]([C:25]([F:26])([F:27])[F:28])[CH:22]=[C:21]([C:29]([F:32])([F:30])[F:31])[CH:20]=2)=[CH:5][CH:4]=1, predict the reactants needed to synthesize it. The reactants are: C[O:2][C:3]1[N:8]=[CH:7][C:6]([C:9]2[CH:14]=[C:13]([C:15]([O:17]C)=[O:16])[CH:12]=[CH:11][C:10]=2[C:19]2[CH:24]=[C:23]([C:25]([F:28])([F:27])[F:26])[CH:22]=[C:21]([C:29]([F:32])([F:31])[F:30])[CH:20]=2)=[CH:5][CH:4]=1.C(O)(=O)C.C([O-])(O)=O.[Na+]. (3) Given the product [CH3:1][O:2][C:3]([C:5]1[N:6]=[C:7]([Br:24])[C:8]2[C:13]([C:14]=1[OH:15])=[C:12]([O:16][C:17]1[CH:22]=[CH:21][C:20]([F:23])=[CH:19][CH:18]=1)[CH:11]=[CH:10][CH:9]=2)=[O:4], predict the reactants needed to synthesize it. The reactants are: [CH3:1][O:2][C:3]([C:5]1[N:6]=[CH:7][C:8]2[C:13]([C:14]=1[OH:15])=[C:12]([O:16][C:17]1[CH:22]=[CH:21][C:20]([F:23])=[CH:19][CH:18]=1)[CH:11]=[CH:10][CH:9]=2)=[O:4].[Br:24]N1C(=O)CCC1=O. (4) Given the product [Cl:17][C:11]1[C:12]([N:14]([CH3:16])[CH3:15])=[CH:13][C:8]2[N:7]=[C:21]([C:22]3[CH:27]=[CH:26][CH:25]=[C:24]([N:28]4[CH:32]=[CH:31][N:30]=[N:29]4)[CH:23]=3)[CH2:20][C:19](=[O:34])[NH:18][C:9]=2[CH:10]=1, predict the reactants needed to synthesize it. The reactants are: C(OC(=O)[NH:7][C:8]1[CH:13]=[C:12]([N:14]([CH3:16])[CH3:15])[C:11]([Cl:17])=[CH:10][C:9]=1[NH:18][C:19](=[O:34])[CH2:20][C:21](=O)[C:22]1[CH:27]=[CH:26][CH:25]=[C:24]([N:28]2[CH:32]=[CH:31][N:30]=[N:29]2)[CH:23]=1)(C)(C)C.C(O)(C(F)(F)F)=O. (5) Given the product [N+:12]([C:3]1[CH:4]=[C:5]([S:8]([NH2:11])(=[O:10])=[O:9])[CH:6]=[CH:7][C:2]=1[NH:24][CH:22]1[CH2:23][N:20]([CH:17]2[CH2:18][CH2:19][O:15][CH2:16]2)[CH2:21]1)([O-:14])=[O:13], predict the reactants needed to synthesize it. The reactants are: F[C:2]1[CH:7]=[CH:6][C:5]([S:8]([NH2:11])(=[O:10])=[O:9])=[CH:4][C:3]=1[N+:12]([O-:14])=[O:13].[O:15]1[CH2:19][CH2:18][CH:17]([N:20]2[CH2:23][CH:22]([NH2:24])[CH2:21]2)[CH2:16]1.C(N(CC)CC)C. (6) Given the product [O:35]1[CH:36]=[CH:37][CH:38]=[C:34]1[S:31]([CH:15]([NH:16][CH2:17][C:18]1[CH:23]=[CH:22][C:21]([C:24]([CH3:29])([CH3:30])[CH2:25][CH2:26][CH2:27][CH3:28])=[CH:20][CH:19]=1)[C:11]1[N:10]=[C:9]([NH:8][CH2:39][C:40]([OH:42])=[O:41])[CH:14]=[CH:13][CH:12]=1)(=[O:33])=[O:32], predict the reactants needed to synthesize it. The reactants are: C(OC([N:8]([CH2:39][C:40]([O:42]C(C)(C)C)=[O:41])[C:9]1[CH:14]=[CH:13][CH:12]=[C:11]([CH:15]([S:31]([C:34]2[O:35][CH:36]=[CH:37][CH:38]=2)(=[O:33])=[O:32])[NH:16][CH2:17][C:18]2[CH:23]=[CH:22][C:21]([C:24]([CH3:30])([CH3:29])[CH2:25][CH2:26][CH2:27][CH3:28])=[CH:20][CH:19]=2)[N:10]=1)=O)(C)(C)C.FC(F)(F)C(O)=O. (7) Given the product [CH3:67][O:66][C:65](=[O:68])[NH:64][C@@H:55]1[CH:54]2[C:53](=[O:69])[CH2:52][C@H:51]([C:49]3[NH:50][C:46]4[CH:45]=[C:44]([C:30]5[CH:29]=[CH:28][C:27]([C:25]6[CH:24]=[CH:23][C:21]7[N:22]=[C:18]([C@@H:4]8[CH2:3][CH2:2][CH2:6][N:5]8[C:7](=[O:17])[C@@H:8]([NH:12][C:72]([O:74][CH3:77])=[O:75])[CH:9]([CH3:10])[CH3:11])[NH:19][C:20]=7[CH:26]=6)=[CH:32][CH:31]=5)[CH:71]=[CH:70][C:47]=4[N:48]=3)[CH2:63][N:61]3[C:62]2=[C:58]([CH:59]=[CH:60]3)[CH2:57][CH2:56]1, predict the reactants needed to synthesize it. The reactants are: F[C:2]1(F)[CH2:6][N:5]([C:7](=[O:17])[C@@H:8]([NH:12]C(=O)OC)[CH:9]([CH3:11])[CH3:10])[C@H:4]([C:18]2[NH:22][C:21]3[CH:23]=[CH:24][C:25]([C:27]4[CH:32]=[CH:31][C:30](B5OC(C)(C)C(C)(C)O5)=[CH:29][CH:28]=4)=[CH:26][C:20]=3[N:19]=2)[CH2:3]1.Br[C:44]1[CH:71]=[CH:70][C:47]2[NH:48][C:49]([C@@H:51]3[CH2:63][N:61]4[C:62]5[CH:54]([C@@H:55]([NH:64][C:65](=[O:68])[O:66][CH3:67])[CH2:56][CH2:57][C:58]=5[CH:59]=[CH:60]4)[C:53](=[O:69])[CH2:52]3)=[N:50][C:46]=2[CH:45]=1.[C:72](=[O:75])([OH:74])[O-].[Na+].[C:77](O)(C)(C)C.